This data is from Catalyst prediction with 721,799 reactions and 888 catalyst types from USPTO. The task is: Predict which catalyst facilitates the given reaction. (1) Reactant: I[C:2]1[C:3]([NH2:17])=[N:4][C:5](=[O:16])[N:6]([CH:15]=1)[C@@H:7]1[O:14][C@H:11]([CH2:12][OH:13])[C@@H:9]([OH:10])[CH2:8]1.C(N(CC)CC)C.[F:25][C:26]([F:34])([F:33])[C:27]([NH:29][CH2:30][C:31]#[CH:32])=[O:28].N(CO[C@@H]1[C@@H](CO)O[C@@H](N2C=C(C#CCNC(=O)C(F)(F)F)C(=O)NC2=O)C1)=[N+]=[N-].C(=O)(O)[O-]. Product: [F:25][C:26]([F:34])([F:33])[C:27]([NH:29][CH2:30][C:31]#[C:32][C:2]1[C:3]([NH2:17])=[N:4][C:5](=[O:16])[N:6]([CH:15]=1)[C@@H:7]1[O:14][C@H:11]([CH2:12][OH:13])[C@@H:9]([OH:10])[CH2:8]1)=[O:28]. The catalyst class is: 122. (2) Reactant: C[O:2][C:3](=[O:21])[CH2:4][NH:5][C:6]([C:8]1[CH:13]=[C:12]([C:14]2[CH:19]=[CH:18][C:17]([CH3:20])=[CH:16][CH:15]=2)[CH:11]=[CH:10][N:9]=1)=[O:7].O.O[Li].O.Cl. Product: [CH3:20][C:17]1[CH:16]=[CH:15][C:14]([C:12]2[CH:11]=[CH:10][N:9]=[C:8]([C:6]([NH:5][CH2:4][C:3]([OH:21])=[O:2])=[O:7])[CH:13]=2)=[CH:19][CH:18]=1. The catalyst class is: 1. (3) Reactant: [I:1][C:2]1[CH:7]=[CH:6][C:5]([OH:8])=[CH:4][CH:3]=1.N12CCN(CC1)CC2.[CH3:17][N:18]([CH3:22])[C:19](Cl)=[S:20].O. Product: [CH3:17][N:18]([CH3:22])[C:19](=[S:20])[O:8][C:5]1[CH:6]=[CH:7][C:2]([I:1])=[CH:3][CH:4]=1. The catalyst class is: 3. (4) Reactant: [NH3:1].[Cl:2][C:3]1[CH:23]=[CH:22][C:6]2[N:7]=[C:8]([NH:10][C:11]([NH:13][CH2:14][CH2:15][CH2:16][C:17](OCC)=[O:18])=[O:12])[S:9][C:5]=2[CH:4]=1. Product: [Cl:2][C:3]1[CH:23]=[CH:22][C:6]2[N:7]=[C:8]([NH:10][C:11]([NH:13][CH2:14][CH2:15][CH2:16][C:17]([NH2:1])=[O:18])=[O:12])[S:9][C:5]=2[CH:4]=1. The catalyst class is: 5.